From a dataset of Catalyst prediction with 721,799 reactions and 888 catalyst types from USPTO. Predict which catalyst facilitates the given reaction. (1) Reactant: [Si:1]([O:8][CH2:9][C:10]1([O:14][C:15]2[CH:16]=[C:17]([CH:35]=[C:36]([C:38](=[O:46])[NH:39][C:40]3[CH:44]=[CH:43][N:42]([CH3:45])[N:41]=3)[CH:37]=2)[O:18][C:19]2[N:20]=[CH:21][C:22]([C:25]3[O:29][N:28]=[C:27]([C:30]([O:32]CC)=O)[N:26]=3)=[N:23][CH:24]=2)[CH2:13][CH2:12][CH2:11]1)([C:4]([CH3:7])([CH3:6])[CH3:5])([CH3:3])[CH3:2].C1COCC1.[CH3:52][NH2:53].C1COCC1. Product: [C:4]([Si:1]([CH3:2])([CH3:3])[O:8][CH2:9][C:10]1([O:14][C:15]2[CH:16]=[C:17]([CH:35]=[C:36]([C:38](=[O:46])[NH:39][C:40]3[CH:44]=[CH:43][N:42]([CH3:45])[N:41]=3)[CH:37]=2)[O:18][C:19]2[N:20]=[CH:21][C:22]([C:25]3[O:29][N:28]=[C:27]([C:30]([NH:53][CH3:52])=[O:32])[N:26]=3)=[N:23][CH:24]=2)[CH2:13][CH2:12][CH2:11]1)([CH3:7])([CH3:5])[CH3:6]. The catalyst class is: 13. (2) Reactant: [C:1]1(=O)[O:7][C:5](=[O:6])[C:4]2=[CH:8][CH:9]=[CH:10][CH:11]=[C:3]2[CH2:2]1.[NH2:13]C(N)=O. Product: [C:1]1(=[O:7])[NH:13][C:5](=[O:6])[C:4]2=[CH:8][CH:9]=[CH:10][CH:11]=[C:3]2[CH2:2]1. The catalyst class is: 6. (3) Reactant: [CH3:1][C:2]1[C:6]2[CH:7]=[CH:8][C:9]([OH:11])=[CH:10][C:5]=2[O:4][CH:3]=1.[Br:12][CH2:13][CH2:14][CH2:15]Br. Product: [Br:12][CH2:13][CH2:14][CH2:15][O:11][C:9]1[CH:8]=[CH:7][C:6]2[C:2]([CH3:1])=[CH:3][O:4][C:5]=2[CH:10]=1. The catalyst class is: 74.